From a dataset of Forward reaction prediction with 1.9M reactions from USPTO patents (1976-2016). Predict the product of the given reaction. (1) Given the reactants [Cl:1][C:2]1[CH:7]=[CH:6][C:5]([C:8]2[CH:13]=[CH:12][NH:11][C:10](=[O:14])[CH:9]=2)=[C:4]([O:15][CH3:16])[CH:3]=1.Br[C:18]1[CH:19]=[CH:20][C:21]2[C:22]3[CH2:31][N:30]([C:32]([O:34][C:35]([CH3:38])([CH3:37])[CH3:36])=[O:33])[CH2:29][CH2:28][C:23]=3[N:24]([CH3:27])[C:25]=2[CH:26]=1.OC1C=CC=C2C=1N=CC=C2.C([O-])([O-])=O.[Cs+].[Cs+], predict the reaction product. The product is: [Cl:1][C:2]1[CH:7]=[CH:6][C:5]([C:8]2[CH:13]=[CH:12][N:11]([C:18]3[CH:19]=[CH:20][C:21]4[C:22]5[CH2:31][N:30]([C:32]([O:34][C:35]([CH3:38])([CH3:37])[CH3:36])=[O:33])[CH2:29][CH2:28][C:23]=5[N:24]([CH3:27])[C:25]=4[CH:26]=3)[C:10](=[O:14])[CH:9]=2)=[C:4]([O:15][CH3:16])[CH:3]=1. (2) Given the reactants CO[C:3]1[CH:4]=[CH:5][CH:6]=[C:7]2[C:11]=1[NH:10][C:9]([C:12](O)=O)=[CH:8]2.[H-].[Al+3].[Li+].[H-].[H-].[H-].[O:21]1CCC[CH2:22]1, predict the reaction product. The product is: [CH3:22][O:21][C:6]1[CH:5]=[CH:4][CH:3]=[C:11]2[C:7]=1[CH:8]=[C:9]([CH3:12])[NH:10]2. (3) Given the reactants [Br:1][C:2]1[CH:7]=[C:6]([N+]([O-])=O)[CH:5]=[C:4]([CH3:11])[N+:3]=1[O-:12].[O-:13][CH2:14][CH3:15].[Na+], predict the reaction product. The product is: [Br:1][C:2]1[CH:7]=[C:6]([O:13][CH2:14][CH3:15])[CH:5]=[C:4]([CH3:11])[N+:3]=1[O-:12]. (4) Given the reactants C1(P(C2C=CC=CC=2)C2C=CC=CC=2)C=CC=CC=1.[Br:20]Br.C(N(CC)CC)C.O[CH2:30][CH2:31][C@H:32]([NH:49][C:50](=[O:56])[O:51][C:52]([CH3:55])([CH3:54])[CH3:53])[C:33]1[N:38]([C:39]2[CH:44]=[CH:43][CH:42]=[CH:41][CH:40]=2)[C:37](=[O:45])[C:36]2=[CH:46][CH:47]=[CH:48][N:35]2[N:34]=1, predict the reaction product. The product is: [Br:20][CH2:30][CH2:31][C@H:32]([NH:49][C:50](=[O:56])[O:51][C:52]([CH3:55])([CH3:54])[CH3:53])[C:33]1[N:38]([C:39]2[CH:44]=[CH:43][CH:42]=[CH:41][CH:40]=2)[C:37](=[O:45])[C:36]2=[CH:46][CH:47]=[CH:48][N:35]2[N:34]=1. (5) The product is: [S:3]1[C:4]2[CH:10]=[CH:9][CH:8]=[CH:7][C:5]=2[NH:6][C:2]1=[N:1][S:17]([C:14]1[CH:15]=[CH:16][C:11]([CH3:21])=[CH:12][CH:13]=1)(=[O:19])=[O:18]. Given the reactants [NH2:1][C:2]1[S:3][C:4]2[CH:10]=[CH:9][CH:8]=[CH:7][C:5]=2[N:6]=1.[C:11]1([CH3:21])[CH:16]=[CH:15][C:14]([S:17](Cl)(=[O:19])=[O:18])=[CH:13][CH:12]=1, predict the reaction product.